This data is from Peptide-MHC class I binding affinity with 185,985 pairs from IEDB/IMGT. The task is: Regression. Given a peptide amino acid sequence and an MHC pseudo amino acid sequence, predict their binding affinity value. This is MHC class I binding data. (1) The peptide sequence is KTDAGASTY. The MHC is HLA-B40:01 with pseudo-sequence HLA-B40:01. The binding affinity (normalized) is 0.0847. (2) The MHC is Mamu-A01 with pseudo-sequence Mamu-A01. The peptide sequence is LGIIGHLL. The binding affinity (normalized) is 0.596. (3) The MHC is HLA-A02:06 with pseudo-sequence HLA-A02:06. The peptide sequence is LLLLVAHYAI. The binding affinity (normalized) is 0.632. (4) The peptide sequence is SSDSGSGF. The MHC is Mamu-B3901 with pseudo-sequence Mamu-B3901. The binding affinity (normalized) is 0.279. (5) The MHC is HLA-A33:01 with pseudo-sequence HLA-A33:01. The binding affinity (normalized) is 0.00721. The peptide sequence is QLLRLMADK.